From a dataset of Kir2.1 potassium channel HTS with 301,493 compounds. Binary Classification. Given a drug SMILES string, predict its activity (active/inactive) in a high-throughput screening assay against a specified biological target. (1) The molecule is S=c1n(c(n[nH]1)C1C(C1)c1ccccc1)c1ccccc1. The result is 0 (inactive). (2) The molecule is S1c2c(C(c3c(C1)cccc3)C(=O)N)cccc2. The result is 0 (inactive). (3) The molecule is O=C(N1C(CCC1)C(=O)NC(Cc1ccccc1)C(O)=O)C(NC(=O)C(NC(=O)C(NC(=O)C(N)C(C)C)Cc1ccc(O)cc1)C(CC)C)Cc1[nH]cnc1. The result is 0 (inactive).